Dataset: Reaction yield outcomes from USPTO patents with 853,638 reactions. Task: Predict the reaction yield, written as a fraction of the theoretical maximum amount of product (1.0 means a 100% yield; for example, 0.34 means a 34% yield). (1) The reactants are [CH3:1][Mg]Cl.CON(C)[C:7](=[O:16])[CH2:8][C:9]1[CH:14]=[CH:13][CH:12]=[CH:11][C:10]=1[CH3:15]. The catalyst is C1COCC1. The product is [C:10]1([CH3:15])[CH:11]=[CH:12][CH:13]=[CH:14][C:9]=1[CH2:8][C:7](=[O:16])[CH3:1]. The yield is 0.800. (2) The reactants are [Cl-].[Al+3].[Cl-].[Cl-].[CH3:5][S:6]([N:9]1[C:18]2[C:13](=[CH:14][C:15]([O:19][CH3:20])=[CH:16][CH:17]=2)[CH2:12][CH2:11][C:10]1=[O:21])(=[O:8])=[O:7].[CH3:22][O:23]C(Cl)Cl. The catalyst is C(Cl)Cl. The product is [CH3:5][S:6]([N:9]1[C:18]2[C:13](=[CH:14][C:15]([O:19][CH3:20])=[C:16]([CH:22]=[O:23])[CH:17]=2)[CH2:12][CH2:11][C:10]1=[O:21])(=[O:8])=[O:7]. The yield is 0.660. (3) The reactants are [CH2:1]([N:3]1[C:7]2=[N:8][C:9]([CH2:49][CH3:50])=[C:10]([CH2:19][NH:20][C:21]([C:23]3[CH:28]=[C:27]([CH3:29])[CH:26]=[C:25]([C:30]([NH:32][CH2:33][C:34]4[CH:35]=[C:36]([C:41]5[CH:46]=[CH:45][CH:44]=[C:43]([CH:47]=O)[CH:42]=5)[C:37]([F:40])=[CH:38][CH:39]=4)=[O:31])[CH:24]=3)=[O:22])[C:11]([NH:12][CH:13]3[CH2:18][CH2:17][O:16][CH2:15][CH2:14]3)=[C:6]2[CH:5]=[N:4]1)[CH3:2].[CH3:51][N:52]1[CH2:57][CH2:56][NH:55][CH2:54][CH2:53]1.C(O)(=O)C.C(O[BH-](OC(=O)C)OC(=O)C)(=O)C. The catalyst is CS(C)=O. The product is [CH2:1]([N:3]1[C:7]2=[N:8][C:9]([CH2:49][CH3:50])=[C:10]([CH2:19][NH:20][C:21]([C:23]3[CH:28]=[C:27]([CH3:29])[CH:26]=[C:25]([C:30]([NH:32][CH2:33][C:34]4[CH:35]=[C:36]([C:41]5[CH:46]=[CH:45][CH:44]=[C:43]([CH2:47][N:55]6[CH2:56][CH2:57][N:52]([CH3:51])[CH2:53][CH2:54]6)[CH:42]=5)[C:37]([F:40])=[CH:38][CH:39]=4)=[O:31])[CH:24]=3)=[O:22])[C:11]([NH:12][CH:13]3[CH2:18][CH2:17][O:16][CH2:15][CH2:14]3)=[C:6]2[CH:5]=[N:4]1)[CH3:2]. The yield is 0.591. (4) The reactants are [CH2:1]([O:8][C:9]1[CH:10]=[C:11]([CH2:16][OH:17])[CH:12]=[CH:13][C:14]=1[I:15])[C:2]1[CH:7]=[CH:6][CH:5]=[CH:4][CH:3]=1. The catalyst is ClCCl.[O-2].[Mn+2]. The product is [CH2:1]([O:8][C:9]1[CH:10]=[C:11]([CH:12]=[CH:13][C:14]=1[I:15])[CH:16]=[O:17])[C:2]1[CH:3]=[CH:4][CH:5]=[CH:6][CH:7]=1. The yield is 0.540. (5) The reactants are Cl[C:2]1[N:3]=[N:4][CH:5]=[C:6]([Cl:8])[CH:7]=1.C([Sn](CCCC)(CCCC)[C:14]1[S:18][C:17]([C:19]([O:21][CH2:22][CH3:23])=[O:20])=[CH:16][CH:15]=1)CCC.[F-].[Cs+].[F-].[K+]. The catalyst is O1CCOCC1.O.Cl[Cu].C1C=CC(P(C2C=CC=CC=2)[C-]2C=CC=C2)=CC=1.C1C=CC(P(C2C=CC=CC=2)[C-]2C=CC=C2)=CC=1.Cl[Pd]Cl.[Fe+2].CCOC(C)=O.CCCCCCC. The product is [Cl:8][C:6]1[CH:7]=[C:2]([C:14]2[S:18][C:17]([C:19]([O:21][CH2:22][CH3:23])=[O:20])=[CH:16][CH:15]=2)[N:3]=[N:4][CH:5]=1. The yield is 0.370.